This data is from NCI-60 drug combinations with 297,098 pairs across 59 cell lines. The task is: Regression. Given two drug SMILES strings and cell line genomic features, predict the synergy score measuring deviation from expected non-interaction effect. (1) Drug 1: C1=C(C(=O)NC(=O)N1)N(CCCl)CCCl. Drug 2: CCN(CC)CCCC(C)NC1=C2C=C(C=CC2=NC3=C1C=CC(=C3)Cl)OC. Cell line: SK-OV-3. Synergy scores: CSS=6.76, Synergy_ZIP=-6.79, Synergy_Bliss=-5.79, Synergy_Loewe=-13.8, Synergy_HSA=-4.55. (2) Drug 1: C1=NC2=C(N=C(N=C2N1C3C(C(C(O3)CO)O)O)F)N. Drug 2: CC1CCC2CC(C(=CC=CC=CC(CC(C(=O)C(C(C(=CC(C(=O)CC(OC(=O)C3CCCCN3C(=O)C(=O)C1(O2)O)C(C)CC4CCC(C(C4)OC)O)C)C)O)OC)C)C)C)OC. Cell line: T-47D. Synergy scores: CSS=-1.87, Synergy_ZIP=4.40, Synergy_Bliss=6.79, Synergy_Loewe=-0.188, Synergy_HSA=-1.35. (3) Drug 1: C1CCN(CC1)CCOC2=CC=C(C=C2)C(=O)C3=C(SC4=C3C=CC(=C4)O)C5=CC=C(C=C5)O. Drug 2: CC1=C2C(C(=O)C3(C(CC4C(C3C(C(C2(C)C)(CC1OC(=O)C(C(C5=CC=CC=C5)NC(=O)C6=CC=CC=C6)O)O)OC(=O)C7=CC=CC=C7)(CO4)OC(=O)C)O)C)OC(=O)C. Cell line: OVCAR3. Synergy scores: CSS=43.9, Synergy_ZIP=4.84, Synergy_Bliss=2.09, Synergy_Loewe=-43.6, Synergy_HSA=0.682. (4) Drug 1: C1=CN(C(=O)N=C1N)C2C(C(C(O2)CO)O)O.Cl. Drug 2: C(CCl)NC(=O)N(CCCl)N=O. Cell line: OVCAR3. Synergy scores: CSS=27.4, Synergy_ZIP=8.21, Synergy_Bliss=9.04, Synergy_Loewe=-2.24, Synergy_HSA=7.01. (5) Drug 1: C1=NNC2=C1C(=O)NC=N2. Drug 2: CC1CCCC2(C(O2)CC(NC(=O)CC(C(C(=O)C(C1O)C)(C)C)O)C(=CC3=CSC(=N3)C)C)C. Cell line: NCIH23. Synergy scores: CSS=36.0, Synergy_ZIP=3.54, Synergy_Bliss=-0.641, Synergy_Loewe=-43.4, Synergy_HSA=-3.71.